Dataset: Forward reaction prediction with 1.9M reactions from USPTO patents (1976-2016). Task: Predict the product of the given reaction. (1) Given the reactants [CH:1]1([CH2:4][O:5][C:6]2[CH:33]=[CH:32][C:9]3[N:10]=[C:11]([C:13]4[N:18]=[CH:17][C:16]([O:19][CH2:20][C@@H:21]([NH:23][C:24](=[O:30])OC(C)(C)C)[CH3:22])=[CH:15][C:14]=4[F:31])[O:12][C:8]=3[CH:7]=2)[CH2:3][CH2:2]1.[N:34]1C=CC=C[CH:35]=1, predict the reaction product. The product is: [CH:1]1([CH2:4][O:5][C:6]2[CH:33]=[CH:32][C:9]3[N:10]=[C:11]([C:13]4[N:18]=[CH:17][C:16]([O:19][CH2:20][C@@H:21]([NH:23][C:24]([NH:34][CH3:35])=[O:30])[CH3:22])=[CH:15][C:14]=4[F:31])[O:12][C:8]=3[CH:7]=2)[CH2:2][CH2:3]1. (2) Given the reactants [N:1]1([C:7]([C:9]2[C:24]([C:25]([F:28])([F:27])[F:26])=[CH:23][C:12]([C:13](OCC3C=CC=CC=3)=[O:14])=[C:11]([O:29][CH2:30][C:31]3[CH:36]=[CH:35][CH:34]=[CH:33][CH:32]=3)[CH:10]=2)=[O:8])[CH2:6][CH2:5][O:4][CH2:3][CH2:2]1.[OH-].[Li+].Cl.C(N(C(C)C)CC)(C)C.[NH2:49][C:50]1[CH:51]=[N:52][CH:53]=[CH:54][CH:55]=1.ON1C2N=CC=CC=2N=N1.C(Cl)CCl, predict the reaction product. The product is: [N:1]1([C:7]([C:9]2[C:24]([C:25]([F:27])([F:26])[F:28])=[CH:23][C:12]([C:13]([NH:49][C:50]3[CH:51]=[N:52][CH:53]=[CH:54][CH:55]=3)=[O:14])=[C:11]([O:29][CH2:30][C:31]3[CH:36]=[CH:35][CH:34]=[CH:33][CH:32]=3)[CH:10]=2)=[O:8])[CH2:2][CH2:3][O:4][CH2:5][CH2:6]1. (3) Given the reactants N[C:2]1[CH:7]=[C:6]([C:8]([F:11])([F:10])[F:9])[CH:5]=[CH:4][C:3]=1[S:12]([NH:15][C:16]1[CH:17]=[CH:18][C:19]([F:26])=[C:20]2[C:25]=1[N:24]=[CH:23][CH:22]=[CH:21]2)(=[O:14])=[O:13].N(OC(C)(C)C)=O, predict the reaction product. The product is: [F:26][C:19]1[CH:18]=[C:17]2[C:16](=[C:25]3[C:20]=1[CH:21]=[CH:22][CH:23]=[N:24]3)[NH:15][S:12](=[O:13])(=[O:14])[C:3]1[C:2]2=[CH:7][C:6]([C:8]([F:10])([F:11])[F:9])=[CH:5][CH:4]=1.